Dataset: NCI-60 drug combinations with 297,098 pairs across 59 cell lines. Task: Regression. Given two drug SMILES strings and cell line genomic features, predict the synergy score measuring deviation from expected non-interaction effect. Drug 1: CCCCC(=O)OCC(=O)C1(CC(C2=C(C1)C(=C3C(=C2O)C(=O)C4=C(C3=O)C=CC=C4OC)O)OC5CC(C(C(O5)C)O)NC(=O)C(F)(F)F)O. Drug 2: C1=NC(=NC(=O)N1C2C(C(C(O2)CO)O)O)N. Cell line: SF-268. Synergy scores: CSS=51.7, Synergy_ZIP=5.00, Synergy_Bliss=4.45, Synergy_Loewe=0.229, Synergy_HSA=5.48.